This data is from Merck oncology drug combination screen with 23,052 pairs across 39 cell lines. The task is: Regression. Given two drug SMILES strings and cell line genomic features, predict the synergy score measuring deviation from expected non-interaction effect. (1) Drug 2: NC1(c2ccc(-c3nc4ccn5c(=O)[nH]nc5c4cc3-c3ccccc3)cc2)CCC1. Drug 1: CC(=O)OC1C(=O)C2(C)C(O)CC3OCC3(OC(C)=O)C2C(OC(=O)c2ccccc2)C2(O)CC(OC(=O)C(O)C(NC(=O)c3ccccc3)c3ccccc3)C(C)=C1C2(C)C. Synergy scores: synergy=24.6. Cell line: UACC62. (2) Synergy scores: synergy=-6.29. Cell line: CAOV3. Drug 2: CCc1cnn2c(NCc3ccc[n+]([O-])c3)cc(N3CCCCC3CCO)nc12. Drug 1: NC(=O)c1cccc2cn(-c3ccc(C4CCCNC4)cc3)nc12. (3) Drug 1: O=S1(=O)NC2(CN1CC(F)(F)F)C1CCC2Cc2cc(C=CCN3CCC(C(F)(F)F)CC3)ccc2C1. Drug 2: CN(Cc1cnc2nc(N)nc(N)c2n1)c1ccc(C(=O)NC(CCC(=O)O)C(=O)O)cc1. Cell line: OCUBM. Synergy scores: synergy=0.676. (4) Drug 1: CC1CC2C3CCC4=CC(=O)C=CC4(C)C3(F)C(O)CC2(C)C1(O)C(=O)CO. Drug 2: NC1(c2ccc(-c3nc4ccn5c(=O)[nH]nc5c4cc3-c3ccccc3)cc2)CCC1. Cell line: NCIH460. Synergy scores: synergy=12.5. (5) Drug 1: Cc1nc(Nc2ncc(C(=O)Nc3c(C)cccc3Cl)s2)cc(N2CCN(CCO)CC2)n1. Drug 2: Cn1cc(-c2cnn3c(N)c(Br)c(C4CCCNC4)nc23)cn1. Cell line: HCT116. Synergy scores: synergy=28.5. (6) Drug 1: CN(C)C(=N)N=C(N)N. Synergy scores: synergy=2.99. Drug 2: O=C(O)C1(Cc2cccc(Nc3nccs3)n2)CCC(Oc2cccc(Cl)c2F)CC1. Cell line: RPMI7951. (7) Synergy scores: synergy=-1.45. Drug 2: CNC(=O)c1cc(Oc2ccc(NC(=O)Nc3ccc(Cl)c(C(F)(F)F)c3)cc2)ccn1. Drug 1: COC1=C2CC(C)CC(OC)C(O)C(C)C=C(C)C(OC(N)=O)C(OC)C=CC=C(C)C(=O)NC(=CC1=O)C2=O. Cell line: NCIH460.